This data is from KCNQ2 potassium channel screen with 302,405 compounds. The task is: Binary Classification. Given a drug SMILES string, predict its activity (active/inactive) in a high-throughput screening assay against a specified biological target. (1) The drug is o1c(NC=2NCN(C3CCCCC3)CN2)nc2c1cccc2. The result is 0 (inactive). (2) The molecule is O(c1c(CCC(=O)NNC(=O)c2ccncc2)cccc1)C. The result is 0 (inactive).